Task: Regression. Given two drug SMILES strings and cell line genomic features, predict the synergy score measuring deviation from expected non-interaction effect.. Dataset: NCI-60 drug combinations with 297,098 pairs across 59 cell lines (1) Drug 1: CCC(=C(C1=CC=CC=C1)C2=CC=C(C=C2)OCCN(C)C)C3=CC=CC=C3.C(C(=O)O)C(CC(=O)O)(C(=O)O)O. Drug 2: CC(C)(C#N)C1=CC(=CC(=C1)CN2C=NC=N2)C(C)(C)C#N. Cell line: MDA-MB-231. Synergy scores: CSS=6.35, Synergy_ZIP=0.811, Synergy_Bliss=5.02, Synergy_Loewe=1.55, Synergy_HSA=3.24. (2) Drug 1: CC1=C(C=C(C=C1)C(=O)NC2=CC(=CC(=C2)C(F)(F)F)N3C=C(N=C3)C)NC4=NC=CC(=N4)C5=CN=CC=C5. Drug 2: COCCOC1=C(C=C2C(=C1)C(=NC=N2)NC3=CC=CC(=C3)C#C)OCCOC.Cl. Cell line: MALME-3M. Synergy scores: CSS=7.63, Synergy_ZIP=1.19, Synergy_Bliss=4.78, Synergy_Loewe=5.66, Synergy_HSA=4.17. (3) Drug 1: C1CCN(CC1)CCOC2=CC=C(C=C2)C(=O)C3=C(SC4=C3C=CC(=C4)O)C5=CC=C(C=C5)O. Drug 2: C(CCl)NC(=O)N(CCCl)N=O. Cell line: K-562. Synergy scores: CSS=12.0, Synergy_ZIP=-1.86, Synergy_Bliss=-0.603, Synergy_Loewe=-3.73, Synergy_HSA=-3.15. (4) Drug 1: C1=CC(=C2C(=C1NCCNCCO)C(=O)C3=C(C=CC(=C3C2=O)O)O)NCCNCCO. Drug 2: C1=C(C(=O)NC(=O)N1)F. Cell line: NCI-H322M. Synergy scores: CSS=38.0, Synergy_ZIP=-5.57, Synergy_Bliss=-5.01, Synergy_Loewe=-0.790, Synergy_HSA=1.10. (5) Drug 1: C1=NC(=NC(=O)N1C2C(C(C(O2)CO)O)O)N. Drug 2: CC(C)NC(=O)C1=CC=C(C=C1)CNNC.Cl. Cell line: RXF 393. Synergy scores: CSS=9.76, Synergy_ZIP=-2.49, Synergy_Bliss=1.27, Synergy_Loewe=-9.38, Synergy_HSA=-0.362. (6) Drug 1: CC1=CC2C(CCC3(C2CCC3(C(=O)C)OC(=O)C)C)C4(C1=CC(=O)CC4)C. Drug 2: C(CCl)NC(=O)N(CCCl)N=O. Cell line: HCT-15. Synergy scores: CSS=4.21, Synergy_ZIP=-0.237, Synergy_Bliss=0.271, Synergy_Loewe=-2.94, Synergy_HSA=-1.49.